From a dataset of Peptide-MHC class II binding affinity with 134,281 pairs from IEDB. Regression. Given a peptide amino acid sequence and an MHC pseudo amino acid sequence, predict their binding affinity value. This is MHC class II binding data. (1) The peptide sequence is AAATAGRTVYGAFAA. The MHC is HLA-DPA10103-DPB10401 with pseudo-sequence HLA-DPA10103-DPB10401. The binding affinity (normalized) is 0.224. (2) The peptide sequence is SSPDNVKPLYIITPT. The binding affinity (normalized) is 0.388. The MHC is DRB4_0101 with pseudo-sequence DRB4_0103. (3) The peptide sequence is AAATAGYTVYGAFAA. The MHC is HLA-DQA10102-DQB10602 with pseudo-sequence HLA-DQA10102-DQB10602. The binding affinity (normalized) is 0.349. (4) The binding affinity (normalized) is 0.786. The peptide sequence is DAYVATLTEALRVIA. The MHC is DRB1_0101 with pseudo-sequence DRB1_0101. (5) The peptide sequence is VTSDLKCFGNTALAK. The MHC is DRB1_0101 with pseudo-sequence DRB1_0101. The binding affinity (normalized) is 0.709. (6) The peptide sequence is NKICTSKGDSARVTV. The binding affinity (normalized) is 0.0737. The MHC is HLA-DQA10401-DQB10402 with pseudo-sequence HLA-DQA10401-DQB10402. (7) The peptide sequence is DVSGVQAPVGAITTI. The MHC is HLA-DQA10501-DQB10201 with pseudo-sequence HLA-DQA10501-DQB10201. The binding affinity (normalized) is 0.395. (8) The peptide sequence is PVGDIYKRWIILGLNKIV. The MHC is HLA-DPA10301-DPB10402 with pseudo-sequence HLA-DPA10301-DPB10402. The binding affinity (normalized) is 0.607. (9) The peptide sequence is REQFLGALDLAKKRV. The MHC is DRB1_1501 with pseudo-sequence DRB1_1501. The binding affinity (normalized) is 0. (10) The peptide sequence is SQDLELPWNLNGLQAY. The MHC is DRB1_0401 with pseudo-sequence DRB1_0401. The binding affinity (normalized) is 0.221.